Dataset: NCI-60 drug combinations with 297,098 pairs across 59 cell lines. Task: Regression. Given two drug SMILES strings and cell line genomic features, predict the synergy score measuring deviation from expected non-interaction effect. (1) Drug 1: C1=CC(=C2C(=C1NCCNCCO)C(=O)C3=C(C=CC(=C3C2=O)O)O)NCCNCCO. Drug 2: C1=C(C(=O)NC(=O)N1)F. Cell line: 786-0. Synergy scores: CSS=63.1, Synergy_ZIP=-3.00, Synergy_Bliss=-4.02, Synergy_Loewe=-4.18, Synergy_HSA=2.49. (2) Drug 1: CC1=C(C=C(C=C1)NC2=NC=CC(=N2)N(C)C3=CC4=NN(C(=C4C=C3)C)C)S(=O)(=O)N.Cl. Drug 2: C1=CC(=CC=C1C#N)C(C2=CC=C(C=C2)C#N)N3C=NC=N3. Cell line: RPMI-8226. Synergy scores: CSS=-11.1, Synergy_ZIP=8.77, Synergy_Bliss=5.75, Synergy_Loewe=2.32, Synergy_HSA=-1.97. (3) Drug 1: C1CCN(CC1)CCOC2=CC=C(C=C2)C(=O)C3=C(SC4=C3C=CC(=C4)O)C5=CC=C(C=C5)O. Cell line: SR. Drug 2: CCC1(C2=C(COC1=O)C(=O)N3CC4=CC5=C(C=CC(=C5CN(C)C)O)N=C4C3=C2)O.Cl. Synergy scores: CSS=59.2, Synergy_ZIP=1.73, Synergy_Bliss=0.202, Synergy_Loewe=-41.1, Synergy_HSA=-1.28. (4) Drug 1: C1=CC(=CC=C1CCCC(=O)O)N(CCCl)CCCl. Drug 2: CC(C1=C(C=CC(=C1Cl)F)Cl)OC2=C(N=CC(=C2)C3=CN(N=C3)C4CCNCC4)N. Cell line: CAKI-1. Synergy scores: CSS=40.7, Synergy_ZIP=-7.18, Synergy_Bliss=-9.49, Synergy_Loewe=-14.9, Synergy_HSA=-6.31. (5) Drug 1: CNC(=O)C1=CC=CC=C1SC2=CC3=C(C=C2)C(=NN3)C=CC4=CC=CC=N4. Drug 2: CCC1=C2CN3C(=CC4=C(C3=O)COC(=O)C4(CC)O)C2=NC5=C1C=C(C=C5)O. Cell line: DU-145. Synergy scores: CSS=10.9, Synergy_ZIP=0.638, Synergy_Bliss=0.245, Synergy_Loewe=-55.7, Synergy_HSA=-1.44. (6) Drug 1: C1=CC=C(C(=C1)C(C2=CC=C(C=C2)Cl)C(Cl)Cl)Cl. Drug 2: CC12CCC3C(C1CCC2O)C(CC4=C3C=CC(=C4)O)CCCCCCCCCS(=O)CCCC(C(F)(F)F)(F)F. Cell line: SF-539. Synergy scores: CSS=1.86, Synergy_ZIP=-1.02, Synergy_Bliss=-1.94, Synergy_Loewe=-3.32, Synergy_HSA=-4.26. (7) Drug 1: CNC(=O)C1=CC=CC=C1SC2=CC3=C(C=C2)C(=NN3)C=CC4=CC=CC=N4. Drug 2: C1CN1P(=S)(N2CC2)N3CC3. Cell line: SF-268. Synergy scores: CSS=23.6, Synergy_ZIP=-0.817, Synergy_Bliss=2.46, Synergy_Loewe=-1.62, Synergy_HSA=0.510.